Predict the reaction yield, written as a fraction of the theoretical maximum amount of product (1.0 means a 100% yield; for example, 0.34 means a 34% yield). From a dataset of Reaction yield outcomes from USPTO patents with 853,638 reactions. The reactants are [CH2:1]([NH2:8])[C:2]1[CH:7]=[CH:6][CH:5]=[CH:4][CH:3]=1.CCN(CC)CC.[CH3:16][S:17](Cl)(=[O:19])=[O:18]. The catalyst is C(Cl)Cl.CCOC(C)=O. The product is [CH2:1]([NH:8][S:17]([CH3:16])(=[O:19])=[O:18])[C:2]1[CH:7]=[CH:6][CH:5]=[CH:4][CH:3]=1. The yield is 0.880.